From a dataset of Forward reaction prediction with 1.9M reactions from USPTO patents (1976-2016). Predict the product of the given reaction. (1) Given the reactants [S:1]1[CH:5]=[CH:4][N:3]=[C:2]1[C:6]([OH:9])([CH3:8])[CH3:7].C([O-])(O)=O.[Na+].[Br:15]Br.CO, predict the reaction product. The product is: [Br:15][C:5]1[S:1][C:2]([C:6]([OH:9])([CH3:8])[CH3:7])=[N:3][CH:4]=1. (2) Given the reactants [CH3:1][N:2]1[CH2:7][CH2:6][C:5]([C:10]2[CH:15]=[CH:14][C:13]([Cl:16])=[C:12]([Cl:17])[CH:11]=2)([C:8]#[N:9])[CH2:4][CH2:3]1.[OH-].[NH4+], predict the reaction product. The product is: [CH3:1][N:2]1[CH2:3][CH2:4][C:5]([CH2:8][NH2:9])([C:10]2[CH:15]=[CH:14][C:13]([Cl:16])=[C:12]([Cl:17])[CH:11]=2)[CH2:6][CH2:7]1.